This data is from Forward reaction prediction with 1.9M reactions from USPTO patents (1976-2016). The task is: Predict the product of the given reaction. Given the reactants [Cl:1][C:2]1C(C#N)=[N:4][CH:5]=[CH:6][CH:7]=1.[CH3:10][Mg]I.C([O:15][CH2:16][CH3:17])C.Cl, predict the reaction product. The product is: [C:16]([C:17]1[C:2]([Cl:1])=[CH:7][CH:6]=[CH:5][N:4]=1)(=[O:15])[CH3:10].